Dataset: Full USPTO retrosynthesis dataset with 1.9M reactions from patents (1976-2016). Task: Predict the reactants needed to synthesize the given product. (1) Given the product [CH3:39][C:29]1[CH:34]=[CH:33][C:32]([S:35]([O:19][CH2:18][CH2:17][O:16][CH2:15][C:10]2[CH:11]=[CH:12][CH:13]=[CH:14][C:9]=2[NH:8][C:6]2[CH:5]=[CH:4][C:3]([C:20]([C:22]3[CH:27]=[CH:26][CH:25]=[CH:24][C:23]=3[CH3:28])=[O:21])=[C:2]([Cl:1])[CH:7]=2)(=[O:37])=[O:36])=[CH:31][CH:30]=1, predict the reactants needed to synthesize it. The reactants are: [Cl:1][C:2]1[CH:7]=[C:6]([NH:8][C:9]2[CH:14]=[CH:13][CH:12]=[CH:11][C:10]=2[CH2:15][O:16][CH2:17][CH2:18][OH:19])[CH:5]=[CH:4][C:3]=1[C:20]([C:22]1[CH:27]=[CH:26][CH:25]=[CH:24][C:23]=1[CH3:28])=[O:21].[C:29]1([CH3:39])[CH:34]=[CH:33][C:32]([S:35](Cl)(=[O:37])=[O:36])=[CH:31][CH:30]=1. (2) Given the product [CH3:20][N:19]([CH3:21])[CH:18]=[C:13]([C:10]1[CH:11]=[N:12][C:7]([C:1]2[CH:6]=[CH:5][CH:4]=[CH:3][CH:2]=2)=[CH:8][CH:9]=1)[C:14]#[N:15], predict the reactants needed to synthesize it. The reactants are: [C:1]1([C:7]2[N:12]=[CH:11][C:10]([CH2:13][C:14]#[N:15])=[CH:9][CH:8]=2)[CH:6]=[CH:5][CH:4]=[CH:3][CH:2]=1.CO[CH:18](OC)[N:19]([CH3:21])[CH3:20].[CH3:18][N:19]([CH:21]=O)[CH3:20].C1(C(F)(F)F)C=CC=CC=1.